From a dataset of Peptide-MHC class I binding affinity with 185,985 pairs from IEDB/IMGT. Regression. Given a peptide amino acid sequence and an MHC pseudo amino acid sequence, predict their binding affinity value. This is MHC class I binding data. (1) The peptide sequence is GMQFDKVYL. The MHC is HLA-A02:02 with pseudo-sequence HLA-A02:02. The binding affinity (normalized) is 0.758. (2) The peptide sequence is YLVPGEGEQ. The MHC is HLA-A02:11 with pseudo-sequence HLA-A02:11. The binding affinity (normalized) is 0.213.